From a dataset of Full USPTO retrosynthesis dataset with 1.9M reactions from patents (1976-2016). Predict the reactants needed to synthesize the given product. (1) The reactants are: [Br:1][CH2:2][CH2:3][C:4]#[C:5][C:6]1[CH:11]=[CH:10][C:9]([CH2:12][CH2:13][CH2:14][CH3:15])=[CH:8][CH:7]=1.[N:16]1[CH:21]=[C:20]([CH3:22])[CH:19]=[C:18]([CH3:23])[CH:17]=1. Given the product [Br-:1].[CH2:12]([C:9]1[CH:10]=[CH:11][C:6]([C:5]#[C:4][CH2:3][CH2:2][N+:16]2[CH:21]=[C:20]([CH3:22])[CH:19]=[C:18]([CH3:23])[CH:17]=2)=[CH:7][CH:8]=1)[CH2:13][CH2:14][CH3:15], predict the reactants needed to synthesize it. (2) Given the product [CH3:1][O:2][C:3]1[CH:8]=[C:7]([O:9][CH3:10])[N:6]=[C:5]([NH:11][C:12]([NH:14][S:15]([C:18]2[CH:23]=[C:22]([NH:24][CH:33]=[O:35])[CH:21]=[CH:20][C:19]=2[C:25]([N:27]([CH3:29])[CH3:28])=[O:26])(=[O:17])=[O:16])=[O:13])[N:4]=1, predict the reactants needed to synthesize it. The reactants are: [CH3:1][O:2][C:3]1[CH:8]=[C:7]([O:9][CH3:10])[N:6]=[C:5]([NH:11][C:12]([NH:14][S:15]([C:18]2[CH:23]=[C:22]([NH2:24])[CH:21]=[CH:20][C:19]=2[C:25]([N:27]([CH3:29])[CH3:28])=[O:26])(=[O:17])=[O:16])=[O:13])[N:4]=1.ClCCl.[C:33](OC(=O)C)(=[O:35])C. (3) Given the product [F:8][C:9]1[CH:10]=[CH:11][CH:13]=[CH:14][C:15]=1[O:16][C:17]1[C:25]2[C:20](=[CH:21][CH:22]=[CH:23][CH:24]=2)[N:19]([CH2:26][C:27]2[CH:32]=[CH:31][C:30]([O:33][CH3:34])=[CH:29][CH:28]=2)[N:18]=1, predict the reactants needed to synthesize it. The reactants are: N(OC(C)(C)C)=O.[F:8][C:9]1[CH:10]=[C:11]([CH:13]=[CH:14][C:15]=1[O:16][C:17]1[C:25]2[C:20](=[CH:21][CH:22]=[CH:23][CH:24]=2)[N:19]([CH2:26][C:27]2[CH:32]=[CH:31][C:30]([O:33][CH3:34])=[CH:29][CH:28]=2)[N:18]=1)N.Cl. (4) Given the product [Br:8][CH2:9][CH2:10][CH2:11][CH2:12][CH2:13][C:14]([O-:16])=[O:15].[Na+:7], predict the reactants needed to synthesize it. The reactants are: ClC(C)C([O-])=O.[Na+:7].[Br:8][CH2:9][CH2:10][CH2:11][CH2:12][CH2:13][C:14]([O-:16])=[O:15]. (5) Given the product [CH2:42]([O:44][C:45]1[CH:54]=[C:53]([O:55][CH:56]2[CH2:73][CH:72]3[CH:58]([C:59](=[O:85])[N:60]([CH3:84])[CH2:61][CH2:62][CH2:63][CH2:64][CH:65]=[CH:66][CH:67]4[C:69]([C:75]([NH:77][S:78]([CH:81]5[CH2:83][CH2:82]5)(=[O:79])=[O:80])=[O:76])([NH:70][C:71]3=[O:74])[CH2:68]4)[CH2:57]2)[C:52]2[C:47](=[C:48]3[CH2:88][CH2:87][O:86][C:49]3=[CH:50][CH:51]=2)[N:46]=1)[CH3:43], predict the reactants needed to synthesize it. The reactants are: C(OC1C=C(OC2CC3C(C(=O)N(C)CCCCC=CC4C(C(O)=O)(NC3=O)C4)C2)C2C(=C3CCOC3=CC=2)N=1)C.[CH2:42]([O:44][C:45]1[CH:54]=[C:53]([O:55][CH:56]2[CH2:73][CH:72]3[CH:58]([C:59](=[O:85])[N:60]([CH3:84])[CH2:61][CH2:62][CH2:63][CH2:64][CH:65]=[CH:66][CH:67]4[C:69]([C:75]([NH:77][S:78]([CH:81]5[CH2:83][CH2:82]5)(=[O:80])=[O:79])=[O:76])([NH:70][C:71]3=[O:74])[CH2:68]4)[CH2:57]2)[C:52]2[C:47](=[C:48]([CH3:88])[C:49]([O:86][CH3:87])=[CH:50][CH:51]=2)[N:46]=1)[CH3:43]. (6) Given the product [Cl:14][C:15]1[CH:16]=[N:17][CH:18]=[C:19]([Cl:22])[C:20]=1[S:21][C:2]1[S:6][C:5]([C:7](=[O:9])[CH3:8])=[CH:4][C:3]=1[N+:10]([O-:12])=[O:11], predict the reactants needed to synthesize it. The reactants are: Cl[C:2]1[S:6][C:5]([C:7](=[O:9])[CH3:8])=[CH:4][C:3]=1[N+:10]([O-:12])=[O:11].[Na].[Cl:14][C:15]1[CH:16]=[N:17][CH:18]=[C:19]([Cl:22])[C:20]=1[SH:21].C(=O)([O-])[O-].[K+].[K+]. (7) The reactants are: [CH:1]([NH:4][CH2:5][C:6]([NH:8][CH2:9][C:10]1[CH:15]=[C:14]([C:16]2[CH:21]=[CH:20][C:19]([C:22]([F:25])([F:24])[F:23])=[CH:18][CH:17]=2)[N:13]=[CH:12][N:11]=1)=[O:7])([CH3:3])[CH3:2].C(N(CC)C(C)C)(C)C.[F:35][C:36]1[CH:37]=[C:38]([S:43](Cl)(=[O:45])=[O:44])[CH:39]=[CH:40][C:41]=1[F:42].C(OCC)(=O)C. Given the product [F:35][C:36]1[CH:37]=[C:38]([S:43]([N:4]([CH:1]([CH3:3])[CH3:2])[CH2:5][C:6]([NH:8][CH2:9][C:10]2[CH:15]=[C:14]([C:16]3[CH:17]=[CH:18][C:19]([C:22]([F:24])([F:25])[F:23])=[CH:20][CH:21]=3)[N:13]=[CH:12][N:11]=2)=[O:7])(=[O:44])=[O:45])[CH:39]=[CH:40][C:41]=1[F:42], predict the reactants needed to synthesize it.